This data is from Reaction yield outcomes from USPTO patents with 853,638 reactions. The task is: Predict the reaction yield, written as a fraction of the theoretical maximum amount of product (1.0 means a 100% yield; for example, 0.34 means a 34% yield). (1) The reactants are Cl.Cl.[NH2:3][C@@H:4]1[C:18](=[O:19])[N:17]2[CH2:20][C@H:21]([O:23][C:24]3[C:33]4[C:28](=[C:29]([CH3:36])[C:30]([O:34][CH3:35])=[CH:31][CH:32]=4)[N:27]=[C:26]([C:37]4[S:38][CH:39]=[C:40]([CH:42]([CH3:44])[CH3:43])[N:41]=4)[CH:25]=3)[CH2:22][C@H:16]2[C:15](=[O:45])[NH:14][C@:13]2([C:47]([NH:49][S:50]([CH:53]3[CH2:55][CH2:54]3)(=[O:52])=[O:51])=[O:48])[CH2:46][C@H:12]2[CH:11]=[CH:10][CH2:9][CH2:8][CH2:7][CH2:6][CH2:5]1.[CH:56]([N:59]([CH2:63][CH3:64])[CH:60]([CH3:62])C)(C)C.ClC(Cl)([O:68]C(=O)OC(Cl)(Cl)Cl)Cl.N1CCCC1. The yield is 0.440. The product is [CH:53]1([S:50]([NH:49][C:47]([C@@:13]23[CH2:46][C@H:12]2[CH:11]=[CH:10][CH2:9][CH2:8][CH2:7][CH2:6][CH2:5][C@H:4]([NH:3][C:56]([N:59]2[CH2:60][CH2:62][CH2:64][CH2:63]2)=[O:68])[C:18](=[O:19])[N:17]2[CH2:20][C@H:21]([O:23][C:24]4[C:33]5[C:28](=[C:29]([CH3:36])[C:30]([O:34][CH3:35])=[CH:31][CH:32]=5)[N:27]=[C:26]([C:37]5[S:38][CH:39]=[C:40]([CH:42]([CH3:43])[CH3:44])[N:41]=5)[CH:25]=4)[CH2:22][C@H:16]2[C:15](=[O:45])[NH:14]3)=[O:48])(=[O:51])=[O:52])[CH2:54][CH2:55]1. The catalyst is ClC(Cl)C. (2) The reactants are [CH3:1][C:2]1[O:6][C:5]([C:7]2[CH:12]=[CH:11][CH:10]=[CH:9][CH:8]=2)=[N:4][C:3]=1[CH2:13][O:14][C:15]1[N:20]=[CH:19][C:18]([CH2:21][O:22][C:23]2[C:27]([CH2:28][C:29]([O:31]C)=[O:30])=[CH:26][N:25]([C:33]3[CH:38]=[CH:37][CH:36]=[CH:35][CH:34]=3)[N:24]=2)=[CH:17][CH:16]=1.[OH-].[Na+].O1CCCC1.Cl. The catalyst is C(O)C. The product is [CH3:1][C:2]1[O:6][C:5]([C:7]2[CH:8]=[CH:9][CH:10]=[CH:11][CH:12]=2)=[N:4][C:3]=1[CH2:13][O:14][C:15]1[N:20]=[CH:19][C:18]([CH2:21][O:22][C:23]2[C:27]([CH2:28][C:29]([OH:31])=[O:30])=[CH:26][N:25]([C:33]3[CH:38]=[CH:37][CH:36]=[CH:35][CH:34]=3)[N:24]=2)=[CH:17][CH:16]=1. The yield is 0.880. (3) The reactants are [NH:1]1[C:9]2[C:4](=[CH:5][CH:6]=[CH:7][CH:8]=2)[CH2:3][CH2:2]1.C(N1[CH:21]=[CH:20][N:19]=[CH:18]1)([N:19]1[CH:20]=[CH:21]N=[CH:18]1)=S.NC1C=[CH:27][C:26]([CH2:29][C:30]([O:32][CH3:33])=[O:31])=[CH:25][C:24]=1[OH:34]. The catalyst is C1COCC1. The product is [N:1]1([C:18]2[O:34][C:24]3[CH:25]=[C:26]([CH2:29][C:30]([O:32][CH3:33])=[O:31])[CH:27]=[CH:21][C:20]=3[N:19]=2)[C:9]2[C:4](=[CH:5][CH:6]=[CH:7][CH:8]=2)[CH2:3][CH2:2]1. The yield is 0.220. (4) The reactants are OS(C(F)(F)F)(=O)=O.[CH2:9]1[C:18]2[C:13](=[CH:14][C:15]([CH:19](NC(=O)C)[CH3:20])=[CH:16][CH:17]=2)[CH2:12][CH2:11][NH:10]1.Br[CH2:26][C:27]1[CH:32]=[CH:31][C:30]([O:33][CH2:34][CH:35]2[CH2:37][CH2:36]2)=[CH:29][C:28]=1[CH3:38]. No catalyst specified. The product is [CH:35]1([CH2:34][O:33][C:30]2[CH:31]=[CH:32][C:27]([CH2:26][N:10]3[CH2:11][CH2:12][C:13]4[C:18](=[CH:17][CH:16]=[C:15]([CH:19]([CH3:20])[CH2:29][C:30](=[O:33])[CH3:31])[CH:14]=4)[CH2:9]3)=[C:28]([CH3:38])[CH:29]=2)[CH2:37][CH2:36]1. The yield is 0.100. (5) The reactants are [CH3:1][O:2][C:3](=[O:24])[C:4]1[C:5](=[C:10]([CH3:23])[C:11](OS(C(F)(F)F)(=O)=O)=[CH:12][C:13]=1[OH:14])[C:6]([O:8][CH3:9])=[O:7].[Cl-].[Li+].[C:27]1([As](C2C=CC=CC=2)C2C=CC=CC=2)C=CC=C[CH:28]=1.C(C([Sn])=C(CCCC)CCCC)CCC.[F-].[K+]. The catalyst is CN1CCCC1=O.CCOC(C)=O. The product is [CH3:1][O:2][C:3](=[O:24])[C:4]1[C:5](=[C:10]([CH3:23])[C:11]([CH:27]=[CH2:28])=[CH:12][C:13]=1[OH:14])[C:6]([O:8][CH3:9])=[O:7]. The yield is 0.870. (6) The reactants are [Br:1][C:2]1[CH:3]=[C:4]([C:16]([NH:18][CH2:19][C:20]2[C:21](=[O:29])[NH:22][C:23]([CH3:28])=[CH:24][C:25]=2[CH2:26]O)=[O:17])[C:5]2[CH:6]=[N:7][N:8]([CH:11]3[CH2:15][CH2:14][CH2:13][CH2:12]3)[C:9]=2[CH:10]=1.C1(P(C2C=CC=CC=2)C2C=CC=CC=2)C=CC=CC=1.C(Br)(Br)(Br)[Br:50]. The catalyst is C(Cl)Cl. The product is [Br:1][C:2]1[CH:3]=[C:4]([C:16]([NH:18][CH2:19][C:20]2[C:21](=[O:29])[NH:22][C:23]([CH3:28])=[CH:24][C:25]=2[CH2:26][Br:50])=[O:17])[C:5]2[CH:6]=[N:7][N:8]([CH:11]3[CH2:15][CH2:14][CH2:13][CH2:12]3)[C:9]=2[CH:10]=1. The yield is 0.588.